Predict the reactants needed to synthesize the given product. From a dataset of Full USPTO retrosynthesis dataset with 1.9M reactions from patents (1976-2016). (1) The reactants are: [OH-].COC(NS([N+](CC)(CC)CC)(=O)=O)=O.[C:17]([NH:20][NH:21][C:22]([C:24]1[N:29]=[C:28]([N:30]2[CH2:34][CH2:33][CH2:32][CH:31]2[C:35]2[O:39][N:38]=[C:37]([C:40]3[CH:45]=[CH:44][CH:43]=[CH:42][N:41]=3)[CH:36]=2)[N:27]=[C:26]([NH:46][CH:47]2[CH:51]=[C:50]([CH3:52])[NH:49][N:48]2C(=O)C)[CH:25]=1)=O)(=[O:19])[CH3:18]. Given the product [CH3:18][C:17]1[O:19][C:22]([C:24]2[N:29]=[C:28]([N:30]3[CH2:34][CH2:33][CH2:32][CH:31]3[C:35]3[O:39][N:38]=[C:37]([C:40]4[CH:45]=[CH:44][CH:43]=[CH:42][N:41]=4)[CH:36]=3)[N:27]=[C:26]([NH:46][C:47]3[CH:51]=[C:50]([CH3:52])[NH:49][N:48]=3)[CH:25]=2)=[N:21][N:20]=1, predict the reactants needed to synthesize it. (2) Given the product [F:20][C:21]1([F:29])[CH2:25][CH2:24][N:23]([CH2:26][CH2:27][NH:28][S:16]([C:14]2[S:15][C:11]([C:5]3[CH:4]=[C:3]([CH2:1][CH3:2])[C:8](=[O:9])[NH:7][C:6]=3[CH3:10])=[CH:12][CH:13]=2)(=[O:18])=[O:17])[CH2:22]1, predict the reactants needed to synthesize it. The reactants are: [CH2:1]([C:3]1[C:8](=[O:9])[NH:7][C:6]([CH3:10])=[C:5]([C:11]2[S:15][C:14]([S:16](Cl)(=[O:18])=[O:17])=[CH:13][CH:12]=2)[CH:4]=1)[CH3:2].[F:20][C:21]1([F:29])[CH2:25][CH2:24][N:23]([CH2:26][CH2:27][NH2:28])[CH2:22]1. (3) Given the product [NH2:2][CH2:1][C:3]1[CH:4]=[N:5][CH:6]=[C:7]([C:9]2[CH:14]=[CH:13][CH:12]=[CH:11][N:10]=2)[CH:8]=1, predict the reactants needed to synthesize it. The reactants are: [C:1]([C:3]1[CH:4]=[N:5][CH:6]=[C:7]([C:9]2[CH:14]=[CH:13][CH:12]=[CH:11][N:10]=2)[CH:8]=1)#[N:2].Cl. (4) Given the product [NH2:9][C:6]1[CH:5]=[CH:4][N:3]=[C:2]([CH3:1])[C:7]=1[OH:8], predict the reactants needed to synthesize it. The reactants are: [CH3:1][C:2]1[C:7]([OH:8])=[C:6]([N+:9]([O-])=O)[CH:5]=[CH:4][N:3]=1. (5) Given the product [CH3:33][N:34]1[C:38]([CH3:39])=[C:37]([C:2]2[N:11]=[C:10]([O:12][CH2:13][C@H:14]3[O:19][CH2:18][CH2:17][N:16]([C:20]([O:22][C:23]([CH3:26])([CH3:25])[CH3:24])=[O:21])[CH2:15]3)[C:5]3=[N:6][CH:7]=[CH:8][N:9]=[C:4]3[CH:3]=2)[CH:36]=[N:35]1, predict the reactants needed to synthesize it. The reactants are: Cl[C:2]1[N:11]=[C:10]([O:12][CH2:13][C@H:14]2[O:19][CH2:18][CH2:17][N:16]([C:20]([O:22][C:23]([CH3:26])([CH3:25])[CH3:24])=[O:21])[CH2:15]2)[C:5]2=[N:6][CH:7]=[CH:8][N:9]=[C:4]2[CH:3]=1.C(=O)([O-])[O-].[Cs+].[Cs+].[CH3:33][N:34]1[C:38]([CH3:39])=[C:37](B2OC(C)(C)C(C)(C)O2)[CH:36]=[N:35]1.[B]. (6) Given the product [F:12][C:13]1[CH:20]=[CH:19][CH:18]=[C:17]([O:6][CH2:5][C:4]2[CH:7]=[CH:8][CH:9]=[C:2]([Br:1])[CH:3]=2)[C:14]=1[C:15]#[N:16], predict the reactants needed to synthesize it. The reactants are: [Br:1][C:2]1[CH:3]=[C:4]([CH:7]=[CH:8][CH:9]=1)[CH2:5][OH:6].[H-].[Na+].[F:12][C:13]1[CH:20]=[CH:19][CH:18]=[C:17](F)[C:14]=1[C:15]#[N:16]. (7) Given the product [CH2:20]([NH:23][C:24]([NH:19][C:15]1[CH:16]=[CH:17][C:18]2[C:4]3[NH:3][C:2](=[O:1])[C:11]4[C:6]([C:5]=3[CH2:12][C:13]=2[CH:14]=1)=[CH:7][CH:8]=[CH:9][CH:10]=4)=[O:25])[CH3:21], predict the reactants needed to synthesize it. The reactants are: [O:1]=[C:2]1[C:11]2[C:6](=[CH:7][CH:8]=[CH:9][CH:10]=2)[C:5]2[CH2:12][C:13]3[CH:14]=[C:15]([NH2:19])[CH:16]=[CH:17][C:18]=3[C:4]=2[NH:3]1.[CH2:20]([N:23]=[C:24]=[O:25])[CH2:21]C.